Dataset: Catalyst prediction with 721,799 reactions and 888 catalyst types from USPTO. Task: Predict which catalyst facilitates the given reaction. (1) Reactant: C([O:9][CH2:10][C@@H:11]1[C:15]([O:17]C(=O)C)([CH3:16])[C@:14]([F:22])([CH3:21])[CH:13]([N:23]2[CH:28]=[CH:27][C:26]([NH:29]C(=O)C3C=CC=CC=3)=[N:25][C:24]2=[O:38])[O:12]1)(=O)C1C=CC=CC=1.CO. Product: [NH2:29][C:26]1[CH:27]=[CH:28][N:23]([C@H:13]2[C:14]([F:22])([CH3:21])[C@@:15]([OH:17])([CH3:16])[CH:11]([CH2:10][OH:9])[O:12]2)[C:24](=[O:38])[N:25]=1. The catalyst class is: 328. (2) Reactant: [H-].[Na+].Cl[CH2:4][CH2:5][N:6]([CH2:14][CH2:15]Cl)[C:7](=[O:13])[O:8][C:9]([CH3:12])([CH3:11])[CH3:10].[Br:17][C:18]1[CH:19]=[C:20]([CH2:25][C:26]#[N:27])[CH:21]=[C:22]([F:24])[CH:23]=1. Product: [Br:17][C:18]1[CH:19]=[C:20]([C:25]2([C:26]#[N:27])[CH2:15][CH2:14][N:6]([C:7]([O:8][C:9]([CH3:12])([CH3:11])[CH3:10])=[O:13])[CH2:5][CH2:4]2)[CH:21]=[C:22]([F:24])[CH:23]=1. The catalyst class is: 3. (3) Reactant: [C:1]([O:5][C:6]([N:8]1[CH2:13][CH2:12][CH:11]([CH2:14][NH:15][CH:16]2[CH2:25][CH2:24][C:23]3[C:18](=[CH:19][C:20]([N+:26]([O-:28])=[O:27])=[CH:21][CH:22]=3)[CH2:17]2)[CH2:10][CH2:9]1)=[O:7])([CH3:4])([CH3:3])[CH3:2].[CH:29](=O)[CH3:30].C(O[BH-](OC(=O)C)OC(=O)C)(=O)C.[Na+]. Product: [C:1]([O:5][C:6]([N:8]1[CH2:13][CH2:12][CH:11]([CH2:14][N:15]([CH2:29][CH3:30])[CH:16]2[CH2:25][CH2:24][C:23]3[C:18](=[CH:19][C:20]([N+:26]([O-:28])=[O:27])=[CH:21][CH:22]=3)[CH2:17]2)[CH2:10][CH2:9]1)=[O:7])([CH3:4])([CH3:2])[CH3:3]. The catalyst class is: 68. (4) The catalyst class is: 9. Reactant: F[B-](F)(F)F.N1(O[C:16](=[N+](C)C)[N:17](C)[CH3:18])C2C=CC=CC=2N=N1.[OH:23][C:24]([CH3:57])([CH3:56])[CH2:25][C@@:26]1([C:50]2[CH:55]=[CH:54][CH:53]=[CH:52][CH:51]=2)[O:31][C:30](=[O:32])[N:29]([C@H:33]([C:35]2[CH:40]=[CH:39][C:38]([C:41]3[N:46]=[N:45][C:44]([C:47](O)=[O:48])=[CH:43][CH:42]=3)=[CH:37][CH:36]=2)[CH3:34])[CH2:28][CH2:27]1.C(N(C(C)C)C(C)C)C.CNC. Product: [CH3:16][N:17]([CH3:18])[C:47]([C:44]1[N:45]=[N:46][C:41]([C:38]2[CH:37]=[CH:36][C:35]([C@@H:33]([N:29]3[CH2:28][CH2:27][C@:26]([CH2:25][C:24]([OH:23])([CH3:56])[CH3:57])([C:50]4[CH:51]=[CH:52][CH:53]=[CH:54][CH:55]=4)[O:31][C:30]3=[O:32])[CH3:34])=[CH:40][CH:39]=2)=[CH:42][CH:43]=1)=[O:48]. (5) Product: [F:43][C:40]([F:41])([F:42])[C:39]1[C:34]([CH2:33][N:1]2[C:5]3=[N:6][CH:7]=[CH:8][CH:9]=[C:4]3[C:3]3([C:21]4[C:12](=[CH:13][C:14]5[O:19][CH2:18][CH2:17][O:16][C:15]=5[CH:20]=4)[O:11][CH2:10]3)[C:2]2=[O:22])=[N:35][CH:36]=[CH:37][CH:38]=1. The catalyst class is: 9. Reactant: [NH:1]1[C:5]2=[N:6][CH:7]=[CH:8][CH:9]=[C:4]2[C:3]2([C:21]3[C:12](=[CH:13][C:14]4[O:19][CH2:18][CH2:17][O:16][C:15]=4[CH:20]=3)[O:11][CH2:10]2)[C:2]1=[O:22].C(=O)([O-])[O-].[Cs+].[Cs+].[I-].[K+].Cl.Cl[CH2:33][C:34]1[C:39]([C:40]([F:43])([F:42])[F:41])=[CH:38][CH:37]=[CH:36][N:35]=1. (6) Reactant: [CH2:1]([N:8]1[C:16]2[C:11](=[CH:12][CH:13]=[C:14]([C:17]3[CH:22]=[CH:21][C:20]([O:23][C:24]([F:27])([F:26])[F:25])=[CH:19][CH:18]=3)[CH:15]=2)[C:10]([C:28](=[O:34])[C:29]([O:31]CC)=[O:30])=[CH:9]1)[C:2]1[CH:7]=[CH:6][CH:5]=[CH:4][CH:3]=1.[OH-].[K+].Cl. Product: [CH2:1]([N:8]1[C:16]2[C:11](=[CH:12][CH:13]=[C:14]([C:17]3[CH:22]=[CH:21][C:20]([O:23][C:24]([F:27])([F:25])[F:26])=[CH:19][CH:18]=3)[CH:15]=2)[C:10]([C:28](=[O:34])[C:29]([OH:31])=[O:30])=[CH:9]1)[C:2]1[CH:3]=[CH:4][CH:5]=[CH:6][CH:7]=1. The catalyst class is: 20. (7) Product: [CH3:59][O:58][C:55]1[CH:54]=[CH:53][C:52]([CH2:51][CH2:50][C:43]2[C:44]([C:45]([O:47][CH2:48][CH3:49])=[O:46])=[C:18]([C:20]3[CH:21]=[CH:22][C:23]([C:24]([NH:92][CH2:93][C:94]4[CH:99]=[CH:98][CH:97]=[CH:96][N:95]=4)=[O:26])=[CH:27][CH:28]=3)[C:2]3[C:11](=[O:13])[N:7]4[CH2:8][CH2:9][CH2:10][C@H:6]4[CH2:4][C:3]=3[N:42]=2)=[CH:57][CH:56]=1. Reactant: O=[CH:2][CH2:3][C:4]([CH:6]1[CH2:10][CH2:9][CH2:8][N:7]1[C:11]([O:13]C(C)(C)C)=O)=O.[CH:18]([C:20]1[CH:28]=[CH:27][C:23]([C:24]([OH:26])=O)=[CH:22][CH:21]=1)=O.N1CCCCC1.C(OC)(OC)OC.[NH2:42]/[C:43](/[CH2:50][CH2:51][C:52]1[CH:57]=[CH:56][C:55]([O:58][CH3:59])=[CH:54][CH:53]=1)=[CH:44]\[C:45]([O:47][CH2:48][CH3:49])=[O:46].C(C1C(=O)C(Cl)=C(Cl)C(=O)C=1C#N)#N.FC(F)(F)C(OC1C(F)=C(F)C(F)=C(F)C=1F)=O.[NH2:92][CH2:93][C:94]1[CH:99]=[CH:98][CH:97]=[CH:96][N:95]=1. The catalyst class is: 239. (8) Reactant: [C:1]([OH:7])([C:3]([F:6])([F:5])[F:4])=[O:2].O1CCCCC1[N:14]1[C:22]2[C:17](=[CH:18][C:19]([C:23]3([C:26]([F:29])([F:28])[F:27])[CH2:25][CH2:24]3)=[CH:20][CH:21]=2)[C:16]([C:30]2[N:35]=[C:34]([O:36][C@H:37]3[CH2:44][N:43](C(OC(C)(C)C)=O)[CH2:42][CH2:41][C:38]43[CH2:40][CH2:39]4)[CH:33]=[N:32][CH:31]=2)=[N:15]1. Product: [F:4][C:3]([F:6])([F:5])[C:1]([OH:7])=[O:2].[F:4][C:3]([F:6])([F:5])[C:1]([OH:7])=[O:2].[F:4][C:3]([F:6])([F:5])[C:1]([OH:7])=[O:2].[CH2:39]1[C:38]2([CH2:41][CH2:42][NH:43][CH2:44][C@@H:37]2[O:36][C:34]2[N:35]=[C:30]([C:16]3[C:17]4[C:22](=[CH:21][CH:20]=[C:19]([C:23]5([C:26]([F:27])([F:28])[F:29])[CH2:25][CH2:24]5)[CH:18]=4)[NH:14][N:15]=3)[CH:31]=[N:32][CH:33]=2)[CH2:40]1. The catalyst class is: 2. (9) Reactant: C([O:5][C:6](=[O:26])[C:7]1[CH:12]=[CH:11][C:10]([N:13]2[S:17](=[O:19])(=[O:18])[C:16]3[CH:20]=[CH:21][CH:22]=[CH:23][C:15]=3[S:14]2(=[O:25])=[O:24])=[CH:9][CH:8]=1)(C)(C)C.FC(F)(F)C(O)=O. The catalyst class is: 4. Product: [O:18]=[S:17]1(=[O:19])[C:16]2[CH:20]=[CH:21][CH:22]=[CH:23][C:15]=2[S:14](=[O:25])(=[O:24])[N:13]1[C:10]1[CH:11]=[CH:12][C:7]([C:6]([OH:26])=[O:5])=[CH:8][CH:9]=1.